Task: Regression. Given a peptide amino acid sequence and an MHC pseudo amino acid sequence, predict their binding affinity value. This is MHC class I binding data.. Dataset: Peptide-MHC class I binding affinity with 185,985 pairs from IEDB/IMGT (1) The peptide sequence is RSRLVSLAL. The MHC is HLA-C15:02 with pseudo-sequence HLA-C15:02. The binding affinity (normalized) is 0.834. (2) The peptide sequence is MMSAPPAEY. The MHC is HLA-A30:02 with pseudo-sequence HLA-A30:02. The binding affinity (normalized) is 1.00. (3) The peptide sequence is YLYVHSPAL. The MHC is HLA-A02:01 with pseudo-sequence HLA-A02:01. The binding affinity (normalized) is 0.844. (4) The peptide sequence is KCDELAAKL. The MHC is HLA-A68:01 with pseudo-sequence HLA-A68:01. The binding affinity (normalized) is 0.0232. (5) The peptide sequence is TVIDVNTGK. The MHC is HLA-B45:06 with pseudo-sequence HLA-B45:06. The binding affinity (normalized) is 0.213. (6) The binding affinity (normalized) is 0.0847. The MHC is HLA-A69:01 with pseudo-sequence HLA-A69:01. The peptide sequence is REQASYLYV. (7) The peptide sequence is HSKRKCDEL. The MHC is HLA-A33:01 with pseudo-sequence HLA-A33:01. The binding affinity (normalized) is 0. (8) The peptide sequence is MYRGLLGLRI. The MHC is H-2-Kd with pseudo-sequence H-2-Kd. The binding affinity (normalized) is 0. (9) The MHC is HLA-B57:01 with pseudo-sequence HLA-B57:01. The peptide sequence is AELIDSFTW. The binding affinity (normalized) is 0.0847. (10) The peptide sequence is TYPVLEEMF. The MHC is HLA-B35:01 with pseudo-sequence HLA-B35:01. The binding affinity (normalized) is 0.0211.